This data is from Forward reaction prediction with 1.9M reactions from USPTO patents (1976-2016). The task is: Predict the product of the given reaction. (1) Given the reactants [CH3:1][O:2][C:3]1[CH:4]=[C:5]([CH:8]=[CH:9][C:10]=1[O:11][CH3:12])[CH:6]=O.C([O-])(=O)C.[NH4+].[N+:18]([CH3:21])([O-:20])=[O:19], predict the reaction product. The product is: [CH3:12][O:11][C:10]1[CH:9]=[CH:8][C:5](/[CH:6]=[CH:21]/[N+:18]([O-:20])=[O:19])=[CH:4][C:3]=1[O:2][CH3:1]. (2) Given the reactants Br[C:2]1[C:10]2[CH2:9][CH2:8][N:7]([C:11]3[CH:16]=[CH:15][C:14]([N:17]4[CH2:22][CH2:21][CH2:20][CH2:19][C:18]4=[O:23])=[CH:13][CH:12]=3)[C:6](=[O:24])[C:5]=2[N:4]([C:25]2[CH:30]=[CH:29][C:28]([O:31][CH3:32])=[CH:27][CH:26]=2)[N:3]=1.CNC.CC(C)([O-])C.[Na+].C1(P(C2CCCCC2)C2C=CC=CC=2C2C=CC=CC=2N(C)C)CCCCC1, predict the reaction product. The product is: [CH3:32][O:31][C:28]1[CH:27]=[CH:26][C:25]([N:4]2[C:5]3[C:6](=[O:24])[N:7]([C:11]4[CH:16]=[CH:15][C:14]([N:17]5[CH2:22][CH2:21][CH2:20][CH2:19][C:18]5=[O:23])=[CH:13][CH:12]=4)[CH2:8][CH2:9][C:10]=3[CH:2]=[N:3]2)=[CH:30][CH:29]=1. (3) Given the reactants [CH3:1][O:2][C:3]([C:5]1[C:14]2[C:9](=[CH:10][CH:11]=[CH:12][CH:13]=2)[NH:8][C:7](=O)[C:6]=1[CH:16]=[CH2:17])=[O:4].BrBr.NC(N)=[S:22].[OH-].[NH4+], predict the reaction product. The product is: [CH3:1][O:2][C:3]([C:5]1[C:14]2[C:9](=[CH:10][CH:11]=[CH:12][CH:13]=2)[N:8]=[C:7]2[S:22][CH:17]=[CH:16][C:6]=12)=[O:4]. (4) Given the reactants [CH3:1][O:2][C@@H:3]1[CH2:7][CH2:6][N:5]([C:8]([C:10]2[S:18][C:17]3[C:12](=[N:13][CH:14]=[CH:15][C:16]=3[O:19][C:20]3[CH:21]=[CH:22][C:23]4[C:27]([C:28](O)=[O:29])=[C:26]([CH3:31])[S:25][C:24]=4[CH:32]=3)[CH:11]=2)=[O:9])[CH2:4]1.[NH2:33][CH2:34][CH2:35][CH2:36][OH:37].C(N(CC)C(C)C)(C)C.CN(C(ON1N=NC2C=CC=CC1=2)=[N+](C)C)C.F[P-](F)(F)(F)(F)F, predict the reaction product. The product is: [OH:37][CH2:36][CH2:35][CH2:34][NH:33][C:28]([C:27]1[C:23]2[CH:22]=[CH:21][C:20]([O:19][C:16]3[CH:15]=[CH:14][N:13]=[C:12]4[CH:11]=[C:10]([C:8]([N:5]5[CH2:6][CH2:7][C@@H:3]([O:2][CH3:1])[CH2:4]5)=[O:9])[S:18][C:17]=34)=[CH:32][C:24]=2[S:25][C:26]=1[CH3:31])=[O:29].